Dataset: NCI-60 drug combinations with 297,098 pairs across 59 cell lines. Task: Regression. Given two drug SMILES strings and cell line genomic features, predict the synergy score measuring deviation from expected non-interaction effect. (1) Drug 1: CC1OCC2C(O1)C(C(C(O2)OC3C4COC(=O)C4C(C5=CC6=C(C=C35)OCO6)C7=CC(=C(C(=C7)OC)O)OC)O)O. Drug 2: CC(C1=C(C=CC(=C1Cl)F)Cl)OC2=C(N=CC(=C2)C3=CN(N=C3)C4CCNCC4)N. Cell line: SF-295. Synergy scores: CSS=59.5, Synergy_ZIP=0.191, Synergy_Bliss=5.91, Synergy_Loewe=2.40, Synergy_HSA=8.59. (2) Drug 1: CCCS(=O)(=O)NC1=C(C(=C(C=C1)F)C(=O)C2=CNC3=C2C=C(C=N3)C4=CC=C(C=C4)Cl)F. Drug 2: CC12CCC3C(C1CCC2=O)CC(=C)C4=CC(=O)C=CC34C. Cell line: OVCAR-4. Synergy scores: CSS=46.0, Synergy_ZIP=1.93, Synergy_Bliss=-0.785, Synergy_Loewe=-2.57, Synergy_HSA=-2.62. (3) Cell line: CCRF-CEM. Drug 1: C1CCC(CC1)NC(=O)N(CCCl)N=O. Synergy scores: CSS=82.3, Synergy_ZIP=2.53, Synergy_Bliss=2.19, Synergy_Loewe=2.82, Synergy_HSA=6.05. Drug 2: COC1=NC(=NC2=C1N=CN2C3C(C(C(O3)CO)O)O)N.